This data is from CYP1A2 inhibition data for predicting drug metabolism from PubChem BioAssay. The task is: Regression/Classification. Given a drug SMILES string, predict its absorption, distribution, metabolism, or excretion properties. Task type varies by dataset: regression for continuous measurements (e.g., permeability, clearance, half-life) or binary classification for categorical outcomes (e.g., BBB penetration, CYP inhibition). Dataset: cyp1a2_veith. (1) The molecule is COc1ccc(NC(=O)c2cccs2)c([N+](=O)[O-])c1. The result is 1 (inhibitor). (2) The molecule is Cc1cc(C)n(-c2nnc(C)n2/N=C/c2ccccc2OCc2ccccc2Cl)n1. The result is 1 (inhibitor). (3) The compound is COCCn1c(=O)c(-c2cc(F)cc(F)c2)nc2cnc(OC)nc21. The result is 1 (inhibitor). (4) The drug is CCCCN1CSC(=S)N(Cc2ccccc2)C1. The result is 1 (inhibitor). (5) The compound is FC(F)(F)c1ccccc1-c1cncnc1-n1ccnc1. The result is 1 (inhibitor). (6) The drug is NC(Cc1ccccc1)=NCC(=O)O. The result is 0 (non-inhibitor). (7) The drug is CC(=O)O[C@@H]1C(=O)[C@]2(C)[C@@H]([C@H](OC(=O)c3ccccc3)[C@@]3(O)C[C@H](OC(=O)[C@@H](O)[C@@H](NC(=O)c4ccccc4)c4ccccc4)C(C)=C1C3(C)C)[C@@]1(OC(C)=O)CO[C@@H]1C[C@H]2O. The result is 0 (non-inhibitor).